Dataset: Full USPTO retrosynthesis dataset with 1.9M reactions from patents (1976-2016). Task: Predict the reactants needed to synthesize the given product. (1) Given the product [C:1]([C:3]1[CH:4]=[C:5]([N+:15]([O-:17])=[O:16])[C:6]([C:12]([NH:63][CH2:62][CH:59]2[CH2:60][CH2:61][N:56]([CH2:55][C:52]3[S:51][C:50]([C:45]4[CH:46]=[CH:47][CH:48]=[CH:49][N:44]=4)=[N:54][CH:53]=3)[CH2:57][CH2:58]2)=[O:14])=[N:7][C:8]=1[O:9][CH2:10][CH3:11])#[N:2], predict the reactants needed to synthesize it. The reactants are: [C:1]([C:3]1[CH:4]=[C:5]([N+:15]([O-:17])=[O:16])[C:6]([C:12]([OH:14])=O)=[N:7][C:8]=1[O:9][CH2:10][CH3:11])#[N:2].O.ON1C2C=CC=CC=2N=N1.Cl.C(N=C=NCCCN(C)C)C.Cl.Cl.Cl.[N:44]1[CH:49]=[CH:48][CH:47]=[CH:46][C:45]=1[C:50]1[S:51][C:52]([CH2:55][N:56]2[CH2:61][CH2:60][CH:59]([CH2:62][NH2:63])[CH2:58][CH2:57]2)=[CH:53][N:54]=1.C(N(CC)C(C)C)(C)C. (2) Given the product [C:8]([C:10]1[CH:11]=[CH:12][C:13]([CH2:14][C@@:15]2([CH3:36])[N:19]3[C:20]([S:23]([NH:2][C@@H:3]([CH3:4])[C:5]([NH2:7])=[O:6])(=[O:25])=[O:24])=[CH:21][N:22]=[C:18]3[N:17]([C:27]3[CH:28]=[C:29]([Cl:34])[CH:30]=[C:31]([Cl:33])[CH:32]=3)[C:16]2=[O:35])=[CH:37][CH:38]=1)#[N:9], predict the reactants needed to synthesize it. The reactants are: Cl.[NH2:2][C@H:3]([C:5]([NH2:7])=[O:6])[CH3:4].[C:8]([C:10]1[CH:38]=[CH:37][C:13]([CH2:14][C@@:15]2([CH3:36])[N:19]3[C:20]([S:23](Cl)(=[O:25])=[O:24])=[CH:21][N:22]=[C:18]3[N:17]([C:27]3[CH:32]=[C:31]([Cl:33])[CH:30]=[C:29]([Cl:34])[CH:28]=3)[C:16]2=[O:35])=[CH:12][CH:11]=1)#[N:9]. (3) Given the product [Cl:41][C:42]1[CH:43]=[C:44]([C:45]2[N:47]=[C:14]([CH:13]([S:12][C:3]3[N:2]([CH3:1])[C:6]([C:7]4[S:8][CH:9]=[CH:10][CH:11]=4)=[N:5][N:4]=3)[CH3:17])[O:16][N:46]=2)[CH:49]=[CH:50][CH:51]=1, predict the reactants needed to synthesize it. The reactants are: [CH3:1][N:2]1[C:6]([C:7]2[S:8][CH:9]=[CH:10][CH:11]=2)=[N:5][N:4]=[C:3]1[S:12][CH:13]([CH3:17])[C:14]([OH:16])=O.Cl.CN(C)CCCN=C=NCC.O.ON1C2C=CC=CC=2N=N1.[Cl:41][C:42]1[CH:43]=[C:44]([CH:49]=[CH:50][CH:51]=1)[C:45]([NH:47]O)=[NH:46]. (4) Given the product [F:41][C@H:39]1[CH2:40][C@H:38]1[N:33]1[C:34]2[C:29](=[CH:28][CH:27]=[C:26]([N:15]3[CH2:16][CH2:17][C@@H:13]([C:10]4([NH:8][CH3:9])[CH2:11][CH2:12]4)[CH2:14]3)[C:35]=2[O:36][CH3:37])[C:30](=[O:45])[C:31]([C:42]([OH:44])=[O:43])=[CH:32]1, predict the reactants needed to synthesize it. The reactants are: C(OC([N:8]([C:10]1([C@@H:13]2[CH2:17][CH2:16][NH:15][CH2:14]2)[CH2:12][CH2:11]1)[CH3:9])=O)(C)(C)C.C(N(CC)CC)C.F[C:26]1[C:35]([O:36][CH3:37])=[C:34]2[C:29]([C:30](=[O:45])[C:31]([C:42]([OH:44])=[O:43])=[CH:32][N:33]2[C@@H:38]2[CH2:40][C@@H:39]2[F:41])=[CH:28][CH:27]=1. (5) Given the product [CH3:8][C:7]1[C:2]([N:21]2[CH:22]=[C:18]([CH3:17])[N:19]=[N:20]2)=[N:3][C:4]2[N:5]([N:9]=[CH:10][C:11]=2[C:12]([O:14][CH2:15][CH3:16])=[O:13])[CH:6]=1, predict the reactants needed to synthesize it. The reactants are: Cl[C:2]1[C:7]([CH3:8])=[CH:6][N:5]2[N:9]=[CH:10][C:11]([C:12]([O:14][CH2:15][CH3:16])=[O:13])=[C:4]2[N:3]=1.[CH3:17][C:18]1[N:19]=[N:20][NH:21][CH:22]=1.C(=O)([O-])[O-].[K+].[K+].CN(C)C=O. (6) Given the product [F:1][C:2]([F:16])([F:17])[C:3]1[CH:4]=[C:5]([NH:13][C:14]([N:38]2[CH2:39][CH2:40][C@@H:35]([N:32]3[CH2:33][CH2:34][N:29]([CH2:28][C:27]([NH:26][C:20]4[C:21]([CH3:25])=[CH:22][CH:23]=[CH:24][C:19]=4[CH3:18])=[O:48])[CH2:30][CH2:31]3)[CH2:36][C@@H:37]2[CH2:41][C:42]2[CH:43]=[CH:44][CH:45]=[CH:46][CH:47]=2)=[O:15])[CH:6]=[C:7]([C:9]([F:12])([F:10])[F:11])[CH:8]=1, predict the reactants needed to synthesize it. The reactants are: [F:1][C:2]([F:17])([F:16])[C:3]1[CH:4]=[C:5]([N:13]=[C:14]=[O:15])[CH:6]=[C:7]([C:9]([F:12])([F:11])[F:10])[CH:8]=1.[CH3:18][C:19]1[CH:24]=[CH:23][CH:22]=[C:21]([CH3:25])[C:20]=1[NH:26][C:27](=[O:48])[CH2:28][N:29]1[CH2:34][CH2:33][N:32]([C@@H:35]2[CH2:40][CH2:39][NH:38][C@@H:37]([CH2:41][C:42]3[CH:47]=[CH:46][CH:45]=[CH:44][CH:43]=3)[CH2:36]2)[CH2:31][CH2:30]1.